Dataset: CYP1A2 inhibition data for predicting drug metabolism from PubChem BioAssay. Task: Regression/Classification. Given a drug SMILES string, predict its absorption, distribution, metabolism, or excretion properties. Task type varies by dataset: regression for continuous measurements (e.g., permeability, clearance, half-life) or binary classification for categorical outcomes (e.g., BBB penetration, CYP inhibition). Dataset: cyp1a2_veith. (1) The drug is C[C@@](N)(C(=O)O)c1ccc(S(=O)(=O)O)cc1. The result is 0 (non-inhibitor). (2) The drug is O=C1[C@H]2CC[C@H]3/C(=N\OCc4ccccc4)C[C@@H](O)[C@@H](O)[C@@H]3[C@@H]2C(=O)N1C1CCCCC1. The result is 0 (non-inhibitor). (3) The molecule is CNC[C@H](O)[C@H](O)[C@H](O)[C@H](O)CO. The result is 0 (non-inhibitor). (4) The drug is CC(C)=C1C(=O)C(c2ccccc2)=C2CN3C(=O)N(CCc4ccccc4)C(=O)[C@]3(C)[C@H]21. The result is 1 (inhibitor).